This data is from Forward reaction prediction with 1.9M reactions from USPTO patents (1976-2016). The task is: Predict the product of the given reaction. (1) Given the reactants OC(C(F)(F)F)=O.[C:8]([O:12][C@@H:13]([C:18]1[C:19]([CH3:60])=[N:20][C:21]2[N:22]([N:36]=[C:37]([C:54]3[CH:59]=[CH:58][CH:57]=[CH:56][CH:55]=3)[C:38]=2[C:39]2[CH:44]=[CH:43][CH:42]=[C:41]([O:45][CH2:46][C:47]3[CH:52]=[CH:51][C:50]([F:53])=[CH:49][CH:48]=3)[CH:40]=2)[C:23]=1[C:24]1[C:25]([CH3:35])=[C:26]2[C:31](=[C:32]([F:34])[CH:33]=1)[O:30][CH2:29][CH2:28][CH2:27]2)[C:14]([O:16]C)=[O:15])([CH3:11])([CH3:10])[CH3:9].[Li+].[OH-], predict the reaction product. The product is: [C:8]([O:12][C@@H:13]([C:18]1[C:19]([CH3:60])=[N:20][C:21]2[N:22]([N:36]=[C:37]([C:54]3[CH:59]=[CH:58][CH:57]=[CH:56][CH:55]=3)[C:38]=2[C:39]2[CH:44]=[CH:43][CH:42]=[C:41]([O:45][CH2:46][C:47]3[CH:52]=[CH:51][C:50]([F:53])=[CH:49][CH:48]=3)[CH:40]=2)[C:23]=1[C:24]1[C:25]([CH3:35])=[C:26]2[C:31](=[C:32]([F:34])[CH:33]=1)[O:30][CH2:29][CH2:28][CH2:27]2)[C:14]([OH:16])=[O:15])([CH3:11])([CH3:10])[CH3:9]. (2) Given the reactants [F:1][C:2]1[CH:7]=[CH:6][C:5]([S:8]([CH2:11][C:12]2[CH:17]=[C:16]([N:18]3[CH2:23][CH2:22][O:21][CH2:20][C@@H:19]3[CH3:24])[N:15]=[C:14]([C:25]3[CH:30]=[CH:29][C:28]([NH:31][C:32](=O)[O:33]C4C=CC=CC=4)=[CH:27][CH:26]=3)[N:13]=2)(=[O:10])=[O:9])=[CH:4][CH:3]=1.FC1C=CC(S(C(C2C=C(N3CCOC[C@@H]3C)N=C([C:67]3[CH:72]=[CH:71][C:70]([NH:73]C(=O)OC4C=CC=CC=4)=CC=3)N=2)(C)C)(=O)=O)=CC=1, predict the reaction product. The product is: [CH:70]1([NH:73][C:32](=[O:33])[NH:31][C:28]2[CH:27]=[CH:26][C:25]([C:14]3[N:13]=[C:12]([CH2:11][S:8]([C:5]4[CH:4]=[CH:3][C:2]([F:1])=[CH:7][CH:6]=4)(=[O:10])=[O:9])[CH:17]=[C:16]([N:18]4[CH2:23][CH2:22][O:21][CH2:20][C@@H:19]4[CH3:24])[N:15]=3)=[CH:30][CH:29]=2)[CH2:71][CH2:72][CH2:67]1. (3) Given the reactants [OH:1][N:2]=[C:3](Cl)[CH:4]1[CH2:11][CH2:10][CH2:9][CH2:8][C:5]21[CH2:7][CH2:6]2.[CH:13]1([C:16](=O)[CH2:17][C:18]([O:20]C)=[O:19])[CH2:15][CH2:14]1, predict the reaction product. The product is: [CH:13]1([C:16]2[O:1][N:2]=[C:3]([CH:4]3[CH2:11][CH2:10][CH2:9][CH2:8][C:5]43[CH2:7][CH2:6]4)[C:17]=2[C:18]([OH:20])=[O:19])[CH2:15][CH2:14]1. (4) The product is: [C:14]([O:13][C:11]([N:7]1[CH2:8][C@@H:9]([CH3:10])[N:4]([C:2]([O:23][CH2:22][C:21]2[C:20]([F:19])=[CH:27][CH:26]=[CH:25][C:24]=2[F:28])=[O:3])[C@@H:5]([CH3:18])[CH2:6]1)=[O:12])([CH3:17])([CH3:16])[CH3:15]. Given the reactants Cl[C:2]([N:4]1[C@H:9]([CH3:10])[CH2:8][N:7]([C:11]([O:13][C:14]([CH3:17])([CH3:16])[CH3:15])=[O:12])[CH2:6][C@@H:5]1[CH3:18])=[O:3].[F:19][C:20]1[CH:27]=[CH:26][CH:25]=[C:24]([F:28])[C:21]=1[CH2:22][OH:23], predict the reaction product. (5) Given the reactants ClC(Cl)(O[C:5](=[O:11])OC(Cl)(Cl)Cl)Cl.[NH2:13][C:14]1[O:18][N:17]=[C:16]([C:19]([CH3:22])([CH3:21])[CH3:20])[C:15]=1[CH3:23].C(N(C(C)C)CC)(C)C.[NH2:33][C:34]1[CH:46]=[CH:45][C:44]2[C:43]3[C:38](=[CH:39][CH:40]=[CH:41][CH:42]=3)[CH2:37][C:36]=2[CH:35]=1, predict the reaction product. The product is: [C:19]([C:16]1[C:15]([CH3:23])=[C:14]([NH:13][C:5]([NH:33][C:34]2[CH:46]=[CH:45][C:44]3[C:43]4[C:38](=[CH:39][CH:40]=[CH:41][CH:42]=4)[CH2:37][C:36]=3[CH:35]=2)=[O:11])[O:18][N:17]=1)([CH3:20])([CH3:22])[CH3:21].